From a dataset of Peptide-MHC class II binding affinity with 134,281 pairs from IEDB. Regression. Given a peptide amino acid sequence and an MHC pseudo amino acid sequence, predict their binding affinity value. This is MHC class II binding data. (1) The peptide sequence is QGVADAYITLVTLPK. The MHC is DRB1_0405 with pseudo-sequence DRB1_0405. The binding affinity (normalized) is 0.523. (2) The peptide sequence is YDKFLANVSTRLTGK. The MHC is DRB1_0802 with pseudo-sequence DRB1_0802. The binding affinity (normalized) is 0.806. (3) The peptide sequence is AFKVFATAANAAPAN. The MHC is DRB1_0701 with pseudo-sequence DRB1_0701. The binding affinity (normalized) is 0.673.